This data is from Forward reaction prediction with 1.9M reactions from USPTO patents (1976-2016). The task is: Predict the product of the given reaction. (1) Given the reactants F[C:2]1[CH:11]=[CH:10][CH:9]=[C:8](F)[C:3]=1[CH2:4][N:5]=[N+:6]=[N-:7].[N-]=[N+]=[N-].[Na+].FC1C=CC=C(F)C=1CCl, predict the reaction product. The product is: [CH2:4]([N:5]=[N+:6]=[N-:7])[C:3]1[CH:8]=[CH:9][CH:10]=[CH:11][CH:2]=1. (2) Given the reactants [CH2:1]([O:3][C:4]1[CH:5]=[C:6]([C:13]2[CH2:14][CH2:15][N:16]([CH2:19][CH2:20][CH3:21])[CH2:17][CH:18]=2)[CH:7]=[CH:8][C:9]=1[N+:10]([O-])=O)[CH3:2], predict the reaction product. The product is: [CH3:2][CH2:1][O:3][C:4]1[CH:5]=[C:6]([CH:13]2[CH2:14][CH2:15][N:16]([CH2:19][CH2:20][CH3:21])[CH2:17][CH2:18]2)[CH:7]=[CH:8][C:9]=1[NH2:10]. (3) Given the reactants [Cl:1][C:2]1[N:7]=[C:6](Cl)[C:5]([N+:9]([O-])=O)=[C:4]([CH3:12])[N:3]=1.C([O-])(O)=O.[Na+], predict the reaction product. The product is: [NH2:9][C:5]1[C:4]([CH3:12])=[N:3][C:2]([Cl:1])=[N:7][CH:6]=1. (4) Given the reactants [CH:1]1([CH2:4][C:5]2[C:10]([C:11]3[CH:16]=[CH:15][N:14]=[C:13](S(C)=O)[N:12]=3)=[CH:9][N:8]=[C:7]([NH:20][CH3:21])[N:6]=2)[CH2:3][CH2:2]1.[CH:22]1([NH2:28])[CH2:27][CH2:26][CH2:25][CH2:24][CH2:23]1, predict the reaction product. The product is: [CH:22]1([NH:28][C:13]2[N:12]=[C:11]([C:10]3[C:5]([CH2:4][CH:1]4[CH2:3][CH2:2]4)=[N:6][C:7]([NH:20][CH3:21])=[N:8][CH:9]=3)[CH:16]=[CH:15][N:14]=2)[CH2:27][CH2:26][CH2:25][CH2:24][CH2:23]1. (5) Given the reactants [Cl:1][C:2]1[CH:3]=[C:4]([C:8]2[O:12][C:11]([C:13]([OH:15])=O)=[CH:10][CH:9]=2)[CH:5]=[CH:6][CH:7]=1.[CH2:16]([O:18][C:19](=[O:29])[CH2:20][O:21][C:22]1[CH:27]=[CH:26][CH:25]=[C:24]([NH2:28])[CH:23]=1)[CH3:17], predict the reaction product. The product is: [CH2:16]([O:18][C:19](=[O:29])[CH2:20][O:21][C:22]1[CH:27]=[CH:26][CH:25]=[C:24]([NH:28][C:13]([C:11]2[O:12][C:8]([C:4]3[CH:5]=[CH:6][CH:7]=[C:2]([Cl:1])[CH:3]=3)=[CH:9][CH:10]=2)=[O:15])[CH:23]=1)[CH3:17]. (6) Given the reactants Cl.[NH2:2][C:3]1([CH3:13])[C:8](=[O:9])[N:7]([CH3:10])[C:6](=[O:11])[NH:5][C:4]1=[O:12].[F:14][C:15]1[C:16]([F:28])=[C:17]([F:27])[C:18]([F:26])=[C:19]2[C:24](=O)[O:23][C:21](=[O:22])[C:20]=12.CCN(CC)CC, predict the reaction product. The product is: [CH3:10][N:7]1[C:8](=[O:9])[C:3]([CH3:13])([N:2]2[C:21](=[O:22])[C:20]3[C:19](=[C:18]([F:26])[C:17]([F:27])=[C:16]([F:28])[C:15]=3[F:14])[C:24]2=[O:23])[C:4](=[O:12])[NH:5][C:6]1=[O:11].